From a dataset of Full USPTO retrosynthesis dataset with 1.9M reactions from patents (1976-2016). Predict the reactants needed to synthesize the given product. (1) Given the product [Br:23][C:17]1[C:7]([O:8][C:9]2[CH:16]=[CH:15][C:12]([C:13]#[N:14])=[CH:11][CH:10]=2)=[C:6]([CH:1]2[CH2:2][CH2:3][CH2:4][CH2:5]2)[C:20]([O:21][CH3:22])=[CH:19][CH:18]=1, predict the reactants needed to synthesize it. The reactants are: [CH:1]1([C:6]2[C:20]([O:21][CH3:22])=[CH:19][CH:18]=[CH:17][C:7]=2[O:8][C:9]2[CH:16]=[CH:15][C:12]([C:13]#[N:14])=[CH:11][CH:10]=2)[CH2:5][CH2:4][CH2:3][CH2:2]1.[Br:23]N1C(=O)CCC1=O.C(OCC)C.O. (2) Given the product [NH2:40][C@@H:38]([CH3:39])[C:37]([N:34]1[CH2:35][CH2:36][CH:31]([C:24]2[C:25]3[CH2:26][C@@H:27]([CH3:30])[O:28][C:29]=3[C:21]([NH:20][C:16]3[N:15]=[C:14]([NH:13][C:8]4[CH:9]=[CH:10][CH:11]=[CH:12][C:7]=4[S:4]([CH:1]([CH3:3])[CH3:2])(=[O:5])=[O:6])[N:19]=[CH:18][N:17]=3)=[CH:22][C:23]=2[CH3:49])[CH2:32][CH2:33]1)=[O:48], predict the reactants needed to synthesize it. The reactants are: [CH:1]([S:4]([C:7]1[CH:12]=[CH:11][CH:10]=[CH:9][C:8]=1[NH:13][C:14]1[N:19]=[CH:18][N:17]=[C:16]([NH:20][C:21]2[C:29]3[O:28][C@H:27]([CH3:30])[CH2:26][C:25]=3[C:24]([CH:31]3[CH2:36][CH2:35][N:34]([C:37](=[O:48])[C@@H:38]([NH:40]C(=O)OC(C)(C)C)[CH3:39])[CH2:33][CH2:32]3)=[C:23]([CH3:49])[CH:22]=2)[N:15]=1)(=[O:6])=[O:5])([CH3:3])[CH3:2].C(O)(C(F)(F)F)=O. (3) Given the product [Cl:1][C:2]1[CH:21]=[CH:20][C:5]([O:6][C:7]2[CH:12]=[CH:11][CH:10]=[C:9]([S:13]([CH2:16][CH2:17][CH2:18][I:50])(=[O:15])=[O:14])[CH:8]=2)=[CH:4][C:3]=1[C:22]1[C:31]2[C:26](=[C:27]([C:32]([F:35])([F:34])[F:33])[CH:28]=[CH:29][CH:30]=2)[N:25]=[CH:24][N:23]=1, predict the reactants needed to synthesize it. The reactants are: [Cl:1][C:2]1[CH:21]=[CH:20][C:5]([O:6][C:7]2[CH:8]=[C:9]([S:13]([CH2:16][CH2:17][CH2:18]O)(=[O:15])=[O:14])[CH:10]=[CH:11][CH:12]=2)=[CH:4][C:3]=1[C:22]1[C:31]2[C:26](=[C:27]([C:32]([F:35])([F:34])[F:33])[CH:28]=[CH:29][CH:30]=2)[N:25]=[CH:24][N:23]=1.C(N(C(C)C)CC)(C)C.CS(Cl)(=O)=O.[I-:50].[Na+]. (4) Given the product [C:1]([C:5]1[CH:6]=[CH:7][C:8]([S:20]([NH:23][C:27]2[CH:31]=[CH:30][S:29][C:28]=2[C:32]([O:34][CH3:35])=[O:33])(=[O:21])=[O:22])=[C:9]([C:11]2[CH:12]=[CH:13][C:14]([N:17]([CH3:18])[CH3:19])=[CH:15][CH:16]=2)[CH:10]=1)([CH3:4])([CH3:2])[CH3:3], predict the reactants needed to synthesize it. The reactants are: [C:1]([C:5]1[CH:6]=[CH:7][C:8]([S:20]([N:23]([C:27]2[CH:31]=[CH:30][S:29][C:28]=2[C:32]([O:34][CH3:35])=[O:33])COC)(=[O:22])=[O:21])=[C:9]([C:11]2[CH:16]=[CH:15][C:14]([N:17]([CH3:19])[CH3:18])=[CH:13][CH:12]=2)[CH:10]=1)([CH3:4])([CH3:3])[CH3:2].Cl. (5) Given the product [F:33][C:9]([F:8])([F:32])[O:10][C:11]1[CH:16]=[CH:15][C:14]([N:17]2[CH:21]=[N:20][C:19]([C:22]3[CH:23]=[C:24]4[C:28](=[CH:29][CH:30]=3)[CH2:27][CH:26]([NH2:31])[CH2:25]4)=[N:18]2)=[CH:13][CH:12]=1, predict the reactants needed to synthesize it. The reactants are: FC(F)(F)C(O)=O.[F:8][C:9]([F:33])([F:32])[O:10][C:11]1[CH:16]=[CH:15][C:14]([N:17]2[CH:21]=[N:20][C:19]([C:22]3[CH:23]=[C:24]4[C:28](=[CH:29][CH:30]=3)[CH2:27][CH:26]([NH2:31])[CH2:25]4)=[N:18]2)=[CH:13][CH:12]=1. (6) Given the product [O:1]1[CH:5]=[CH:4][CH:3]=[C:2]1[CH2:6][N:7]([CH2:11][C:12]1[CH:13]=[CH:14][C:15]([S:18][C:19]([CH3:28])([CH3:27])[C:20]([O:22][C:23]([CH3:26])([CH3:25])[CH3:24])=[O:21])=[CH:16][CH:17]=1)[CH2:8][C:9]#[C:10][C:34](=[O:35])[C:33]1[CH:37]=[CH:38][CH:39]=[C:31]([C:30]([F:29])([F:40])[F:41])[CH:32]=1, predict the reactants needed to synthesize it. The reactants are: [O:1]1[CH:5]=[CH:4][CH:3]=[C:2]1[CH2:6][N:7]([CH2:11][C:12]1[CH:17]=[CH:16][C:15]([S:18][C:19]([CH3:28])([CH3:27])[C:20]([O:22][C:23]([CH3:26])([CH3:25])[CH3:24])=[O:21])=[CH:14][CH:13]=1)[CH2:8][C:9]#[CH:10].[F:29][C:30]([F:41])([F:40])[C:31]1[CH:32]=[C:33]([CH:37]=[CH:38][CH:39]=1)[C:34](Cl)=[O:35]. (7) The reactants are: C[O-].[Na+].[CH:4]([NH2:6])=[NH:5].Cl.C([O:10][C:11]([CH:13]1[CH2:18][CH2:17][N:16]([CH2:19][C:20]2[CH:25]=[CH:24][CH:23]=[CH:22][CH:21]=2)[CH2:15][C:14]1=O)=O)C.C(O)(=O)C. Given the product [CH2:19]([N:16]1[CH2:17][CH2:18][C:13]2[C:11]([OH:10])=[N:6][CH:4]=[N:5][C:14]=2[CH2:15]1)[C:20]1[CH:25]=[CH:24][CH:23]=[CH:22][CH:21]=1, predict the reactants needed to synthesize it. (8) The reactants are: [NH2:1][C:2]1[CH:7]=[CH:6][CH:5]=[CH:4][C:3]=1[S:8]([NH2:11])(=[O:10])=[O:9].[I:12]Cl. Given the product [NH2:1][C:2]1[CH:7]=[CH:6][C:5]([I:12])=[CH:4][C:3]=1[S:8]([NH2:11])(=[O:9])=[O:10], predict the reactants needed to synthesize it.